The task is: Predict which catalyst facilitates the given reaction.. This data is from Catalyst prediction with 721,799 reactions and 888 catalyst types from USPTO. (1) Reactant: CC(OC(/N=N/C(OC(C)C)=O)=O)C.[F:15][C:16]([F:32])([F:31])[CH:17]1[CH2:22][CH2:21][C:20]([C:23]2[N:28]=[CH:27][N:26]=[C:25]([CH2:29]O)[CH:24]=2)=[CH:19][CH2:18]1.[C:33]1(=[O:43])[C:41]2[C:36](=[CH:37][CH:38]=[CH:39][CH:40]=2)[C:35](=[O:42])[NH:34]1.C1C=CC(P(C2C=CC=CC=2)C2C=CC=CC=2)=CC=1. Product: [F:15][C:16]([F:32])([F:31])[CH:17]1[CH2:22][CH2:21][C:20]([C:23]2[N:28]=[CH:27][N:26]=[C:25]([CH2:29][N:34]3[C:35](=[O:42])[C:36]4[C:41](=[CH:40][CH:39]=[CH:38][CH:37]=4)[C:33]3=[O:43])[CH:24]=2)=[CH:19][CH2:18]1. The catalyst class is: 20. (2) Reactant: [ClH:1].[CH2:2]([CH:6]1[N:18]2[C:9](=[N:10][C:11]3[C:16]([C:17]2=[O:19])=[CH:15][CH:14]=[CH:13][CH:12]=3)[N:8]([CH2:20][C:21]2[CH:26]=[CH:25][C:24]([N:27]3[CH2:32][CH2:31][N:30](C(OC(C)(C)C)=O)[CH2:29][CH2:28]3)=[CH:23][CH:22]=2)[C:7]1=[O:40])[CH:3]([CH3:5])[CH3:4]. Product: [ClH:1].[CH2:2]([CH:6]1[N:18]2[C:9](=[N:10][C:11]3[C:16]([C:17]2=[O:19])=[CH:15][CH:14]=[CH:13][CH:12]=3)[N:8]([CH2:20][C:21]2[CH:26]=[CH:25][C:24]([N:27]3[CH2:32][CH2:31][NH:30][CH2:29][CH2:28]3)=[CH:23][CH:22]=2)[C:7]1=[O:40])[CH:3]([CH3:5])[CH3:4]. The catalyst class is: 12.